Dataset: Reaction yield outcomes from USPTO patents with 853,638 reactions. Task: Predict the reaction yield, written as a fraction of the theoretical maximum amount of product (1.0 means a 100% yield; for example, 0.34 means a 34% yield). The reactants are C(O)C1C=CC=CC=1.[CH:9]1([CH2:12][O:13][C:14]2[CH:15]=[C:16]([CH2:25]O)[CH:17]=[C:18]([O:20][CH2:21][CH2:22][O:23][CH3:24])[CH:19]=2)[CH2:11][CH2:10]1.CS(Cl)(=O)=O.[Li+].[Br-:33]. The catalyst is C1COCC1.CCOCC. The product is [Br:33][CH2:25][C:16]1[CH:17]=[C:18]([O:20][CH2:21][CH2:22][O:23][CH3:24])[CH:19]=[C:14]([O:13][CH2:12][CH:9]2[CH2:11][CH2:10]2)[CH:15]=1. The yield is 0.770.